This data is from Catalyst prediction with 721,799 reactions and 888 catalyst types from USPTO. The task is: Predict which catalyst facilitates the given reaction. (1) Product: [O:15]=[C:9]1[C:10]2[C:1]([NH:11][C:12](=[O:14])[CH3:13])=[CH:2][CH:3]=[CH:4][C:5]=2[CH2:6][CH2:7][CH2:8]1. Reactant: [C:1]1([NH:11][C:12](=[O:14])[CH3:13])[C:10]2[CH2:9][CH2:8][CH2:7][CH2:6][C:5]=2[CH:4]=[CH:3][CH:2]=1.[O-:15][Mn](=O)(=O)=O.[K+]. The catalyst class is: 21. (2) Reactant: [S-:1][C:2]1[CH:7]=[CH:6][CH:5]=[CH:4][CH:3]=1.[Na+].[Cl:9][C:10]1[CH:15]=[C:14]([Cl:16])[C:13]([O:17][CH3:18])=[CH:12][C:11]=1[NH:19][C:20]1[C:29]2[C:24](=[CH:25][C:26](F)=[C:27]([O:30][CH3:31])[CH:28]=2)[N:23]=[CH:22][C:21]=1[C:33]#[N:34].CN1CCCC1=O.C1(S)C=CC=CC=1.[Na]. Product: [Cl:9][C:10]1[CH:15]=[C:14]([Cl:16])[C:13]([O:17][CH3:18])=[CH:12][C:11]=1[NH:19][C:20]1[C:29]2[C:24](=[CH:25][C:26]([S:1][C:2]3[CH:7]=[CH:6][CH:5]=[CH:4][CH:3]=3)=[C:27]([O:30][CH3:31])[CH:28]=2)[N:23]=[CH:22][C:21]=1[C:33]#[N:34]. The catalyst class is: 7. (3) Reactant: [N:1]1[CH:6]=[CH:5][CH:4]=[C:3]([NH:7][C:8](=[O:15])OCC(Cl)(Cl)Cl)[N:2]=1.[F:16][C:17]1[CH:22]=[CH:21][CH:20]=[CH:19][C:18]=1[C:23]1[CH:28]=[C:27]([N:29]2[CH2:34][CH2:33][NH:32][CH2:31][CH2:30]2)[N:26]=[CH:25][N:24]=1. The catalyst class is: 188. Product: [F:16][C:17]1[CH:22]=[CH:21][CH:20]=[CH:19][C:18]=1[C:23]1[N:24]=[CH:25][N:26]=[C:27]([N:29]2[CH2:30][CH2:31][N:32]([C:8]([NH:7][C:3]3[N:2]=[N:1][CH:6]=[CH:5][CH:4]=3)=[O:15])[CH2:33][CH2:34]2)[CH:28]=1. (4) Reactant: [F:1][C:2]([F:7])([F:6])[C:3]([OH:5])=[O:4].C(OC(=O)[NH:14][CH2:15][CH2:16][N:17]1[CH:21]=[CH:20][NH:19][C:18]1=[O:22])(C)(C)C. Product: [F:1][C:2]([F:7])([F:6])[C:3]([OH:5])=[O:4].[NH2:14][CH2:15][CH2:16][N:17]1[CH:21]=[CH:20][NH:19][C:18]1=[O:22]. The catalyst class is: 4. (5) Reactant: [NH2:1][C:2]1[CH:3]=[CH:4][C:5]([CH:13]2[CH2:18][CH2:17][C:16](=O)[CH2:15][CH2:14]2)=[C:6]2[C:10]=1[C:9](=[O:11])[N:8]([CH3:12])[CH2:7]2.[CH3:20][NH:21][CH3:22].C1COCC1.C(O[BH-](OC(=O)C)OC(=O)C)(=O)C.[Na+]. Product: [NH2:1][C:2]1[CH:3]=[CH:4][C:5]([CH:13]2[CH2:18][CH2:17][CH:16]([N:21]([CH3:22])[CH3:20])[CH2:15][CH2:14]2)=[C:6]2[C:10]=1[C:9](=[O:11])[N:8]([CH3:12])[CH2:7]2. The catalyst class is: 26. (6) Reactant: [Br:1][C:2]1[CH:3]=[C:4]([OH:8])[CH:5]=[CH:6][CH:7]=1.Cl.Cl[CH2:11][CH2:12][N:13]1[CH2:17][CH2:16][CH2:15][CH2:14]1.C(=O)([O-])[O-:19].[Cs+].[Cs+]. Product: [CH3:16][CH2:17][O:19][C:4]([CH3:5])=[O:8].[CH3:7][CH2:6][CH2:5][CH:4]([CH3:3])[CH3:11].[Br:1][C:2]1[CH:3]=[C:4]([CH:5]=[CH:6][CH:7]=1)[O:8][CH2:11][CH2:12][N:13]1[CH2:17][CH2:16][CH2:15][CH2:14]1. The catalyst class is: 3.